Task: Predict the reactants needed to synthesize the given product.. Dataset: Full USPTO retrosynthesis dataset with 1.9M reactions from patents (1976-2016) (1) Given the product [Br:1][C:2]1[CH:10]=[CH:9][C:8]([I:11])=[CH:7][C:3]=1[C:4]([Cl:15])=[O:5], predict the reactants needed to synthesize it. The reactants are: [Br:1][C:2]1[CH:10]=[CH:9][C:8]([I:11])=[CH:7][C:3]=1[C:4](O)=[O:5].C(Cl)(=O)C([Cl:15])=O. (2) Given the product [C:20]([C:22]1[CH:23]=[C:24]([CH:28]=[CH:29][C:30]=1[O:31][CH3:32])[C:25]([N:3]1[C:4]2[CH:9]=[CH:8][CH:7]=[CH:6][C:5]=2[S:1][CH2:2]1)=[O:26])#[N:21], predict the reactants needed to synthesize it. The reactants are: [S:1]1[C:5]2[CH:6]=[CH:7][CH:8]=[CH:9][C:4]=2[NH:3][CH2:2]1.NC1C=CC=CC=1S.C=O.[C:20]([C:22]1[CH:23]=[C:24]([CH:28]=[CH:29][C:30]=1[O:31][CH3:32])[C:25](Cl)=[O:26])#[N:21]. (3) Given the product [ClH:36].[NH2:1][C:2]1[N:29]([CH2:30][CH3:31])[C:6]2[N:7]=[C:8]([NH:11][C:12]3[CH:13]=[CH:14][C:15]([C@@H:18]4[CH2:20][C@H:19]4[NH2:21])=[CH:16][CH:17]=3)[N:9]=[CH:10][C:5]=2[C:4](=[O:32])[C:3]=1[C:33]([NH2:34])=[O:35], predict the reactants needed to synthesize it. The reactants are: [NH2:1][C:2]1[N:29]([CH2:30][CH3:31])[C:6]2[N:7]=[C:8]([NH:11][C:12]3[CH:17]=[CH:16][C:15]([C@@H:18]4[CH2:20][C@H:19]4[NH:21]C(=O)OC(C)(C)C)=[CH:14][CH:13]=3)[N:9]=[CH:10][C:5]=2[C:4](=[O:32])[C:3]=1[C:33](=[O:35])[NH2:34].[ClH:36]. (4) Given the product [CH3:1][O:2][C:3]1[C:8]2[O:9][CH2:10][CH2:11][O:12][C:7]=2[C:6]([OH:16])=[CH:5][CH:4]=1, predict the reactants needed to synthesize it. The reactants are: [CH3:1][O:2][C:3]1[C:8]2[O:9][CH2:10][CH2:11][O:12][C:7]=2[C:6](B(O)O)=[CH:5][CH:4]=1.[OH-:16].[Na+].OO. (5) Given the product [C:1]([O:5][C:6]([N:8]1[CH2:12][CH2:11][CH2:10][C@H:9]1[CH2:13][NH:14][C:25]1[CH:16]=[N:17][C:18]2[C:23](=[CH:22][C:21]([F:26])=[C:20]([F:27])[CH:19]=2)[N:24]=1)=[O:7])([CH3:4])([CH3:3])[CH3:2], predict the reactants needed to synthesize it. The reactants are: [C:1]([O:5][C:6]([N:8]1[CH2:12][CH2:11][CH2:10][C@H:9]1[CH2:13][NH2:14])=[O:7])([CH3:4])([CH3:3])[CH3:2].Cl[C:16]1[CH:25]=[N:24][C:23]2[C:18](=[CH:19][C:20]([F:27])=[C:21]([F:26])[CH:22]=2)[N:17]=1. (6) Given the product [C:29]([O:1][CH:2]([C:7]1[N:12]([CH3:13])[C:11](=[O:14])[C:10]2[NH:15][CH:16]=[CH:17][C:9]=2[C:8]=1[C:18]1[CH:19]=[CH:20][C:21]([CH3:24])=[CH:22][CH:23]=1)[C:3]([O:5][CH3:6])=[O:4])([CH3:32])([CH3:31])[CH3:30], predict the reactants needed to synthesize it. The reactants are: [OH:1][CH:2]([C:7]1[N:12]([CH3:13])[C:11](=[O:14])[C:10]2[NH:15][CH:16]=[CH:17][C:9]=2[C:8]=1[C:18]1[CH:23]=[CH:22][C:21]([CH3:24])=[CH:20][CH:19]=1)[C:3]([O:5][CH3:6])=[O:4].C(O[C:29]([CH3:32])([CH3:31])[CH3:30])(=O)C.Cl(O)(=O)(=O)=O. (7) Given the product [Cl:23][C:24]1[CH:29]=[CH:28][C:27]([O:1][CH2:2][CH2:3][CH2:4][C:5]2[C:13]3[C:8](=[CH:9][C:10]([C:14]([F:16])([F:17])[F:15])=[CH:11][CH:12]=3)[NH:7][C:6]=2[C:18]([O:20][CH2:21][CH3:22])=[O:19])=[CH:26][C:25]=1[CH3:31], predict the reactants needed to synthesize it. The reactants are: [OH:1][CH2:2][CH2:3][CH2:4][C:5]1[C:13]2[C:8](=[CH:9][C:10]([C:14]([F:17])([F:16])[F:15])=[CH:11][CH:12]=2)[NH:7][C:6]=1[C:18]([O:20][CH2:21][CH3:22])=[O:19].[Cl:23][C:24]1[CH:29]=[CH:28][C:27](O)=[CH:26][C:25]=1[CH3:31].